Dataset: Reaction yield outcomes from USPTO patents with 853,638 reactions. Task: Predict the reaction yield, written as a fraction of the theoretical maximum amount of product (1.0 means a 100% yield; for example, 0.34 means a 34% yield). (1) The reactants are [O:1]=[C:2]1[N:7]([C:8]2[CH:13]=[CH:12][N:11]=[C:10]([C:14]([F:17])([F:16])[F:15])[CH:9]=2)[CH:6]2[CH:4]([CH2:5]2)[N:3]1C(OCC1C=CC=CC=1)=O.Cl. No catalyst specified. The product is [F:17][C:14]([F:15])([F:16])[C:10]1[CH:9]=[C:8]([N:7]2[C:2](=[O:1])[NH:3][CH:4]3[CH:6]2[CH2:5]3)[CH:13]=[CH:12][N:11]=1. The yield is 0.850. (2) The reactants are [O:1]1[CH2:6][CH2:5][N:4]([C:7]2[CH:12]=[CH:11][C:10]([C:13]3[N:18]=[C:17](O)[N:16]4[CH:20]=[CH:21][N:22]=[C:15]4[CH:14]=3)=[CH:9][CH:8]=2)[CH2:3][CH2:2]1.O=P(Cl)(Cl)[Cl:25]. The catalyst is ClCCl. The product is [Cl:25][C:17]1[N:16]2[CH:20]=[CH:21][N:22]=[C:15]2[CH:14]=[C:13]([C:10]2[CH:11]=[CH:12][C:7]([N:4]3[CH2:5][CH2:6][O:1][CH2:2][CH2:3]3)=[CH:8][CH:9]=2)[N:18]=1. The yield is 0.0753.